From a dataset of Forward reaction prediction with 1.9M reactions from USPTO patents (1976-2016). Predict the product of the given reaction. (1) Given the reactants [C:1]1([CH:7]2[CH2:12][CH2:11][NH:10][CH2:9][CH2:8]2)[CH:6]=[CH:5][CH:4]=[CH:3][CH:2]=1.[F:13][C:14]([F:25])([F:24])[C:15](O[C:15](=[O:16])[C:14]([F:25])([F:24])[F:13])=[O:16], predict the reaction product. The product is: [F:13][C:14]([F:25])([F:24])[C:15]([N:10]1[CH2:9][CH2:8][CH:7]([C:1]2[CH:6]=[CH:5][CH:4]=[CH:3][CH:2]=2)[CH2:12][CH2:11]1)=[O:16]. (2) Given the reactants C(=O)([O-])[O-].[Cs+].[Cs+].[Br:7][C:8]1[C:17]([O:18][S:19]([C:22]([F:25])([F:24])[F:23])(=[O:21])=[O:20])=[CH:16][C:11]([C:12]([O:14][CH3:15])=[O:13])=[CH:10][C:9]=1[O:26]S(C(F)(F)F)(=O)=O, predict the reaction product. The product is: [Br:7][C:8]1[C:17]([O:18][S:19]([C:22]([F:23])([F:24])[F:25])(=[O:20])=[O:21])=[CH:16][C:11]([C:12]([O:14][CH3:15])=[O:13])=[CH:10][C:9]=1[OH:26]. (3) The product is: [NH:1]1[C:5]2[CH:6]=[CH:7][CH:8]=[CH:9][C:4]=2[N:3]=[C:2]1[CH2:10][N:11]([CH:28]1[C:37]2[N:36]=[CH:35][CH:34]=[CH:33][C:32]=2[CH2:31][CH2:30][CH2:29]1)[CH2:12][CH2:13][CH2:14][NH:15][C:16](=[O:17])[C:4]1[CH:9]=[CH:8][CH:7]=[CH:6][CH:5]=1. Given the reactants [NH:1]1[C:5]2[CH:6]=[CH:7][CH:8]=[CH:9][C:4]=2[N:3]=[C:2]1[CH2:10][N:11]([CH:28]1[C:37]2[N:36]=[CH:35][CH:34]=[CH:33][C:32]=2[CH2:31][CH2:30][CH2:29]1)[CH2:12][CH2:13][CH2:14][NH:15][C:16](C1N=CC2C(C=1)=CC=CC=2)=[O:17], predict the reaction product. (4) Given the reactants [NH:1]1[C:5]2[CH:6]=[C:7]([C:10]3[O:14][C:13]([SH:15])=[N:12][N:11]=3)[CH:8]=[CH:9][C:4]=2[N:3]=[CH:2]1.[CH2:16](Br)[CH:17]=[CH2:18], predict the reaction product. The product is: [CH2:18]([S:15][C:13]1[O:14][C:10]([C:7]2[CH:8]=[CH:9][C:4]3[NH:3][CH:2]=[N:1][C:5]=3[CH:6]=2)=[N:11][N:12]=1)[CH:17]=[CH2:16].